This data is from Catalyst prediction with 721,799 reactions and 888 catalyst types from USPTO. The task is: Predict which catalyst facilitates the given reaction. (1) The catalyst class is: 123. Product: [C:1]1([C:15]2[CH:16]=[CH:17][CH:18]=[CH:19][CH:20]=2)[CH:2]=[CH:3][C:4]([CH2:7][C@H:9]2[NH:13][C:12](=[O:14])[CH2:11][CH2:10]2)=[CH:5][CH:6]=1. Reactant: [C:1]1([C:15]2[CH:20]=[CH:19][CH:18]=[CH:17][CH:16]=2)[CH:6]=[CH:5][C:4]([C:7]([C@H:9]2[NH:13][C:12](=[O:14])[CH2:11][CH2:10]2)=O)=[CH:3][CH:2]=1.S(=O)(=O)(O)O.[H][H].C(=O)([O-])[O-].[Na+].[Na+]. (2) Reactant: [Cl:1][C:2]1[CH:3]=[CH:4][C:5]2[N:11]3[C:12]([C:15]([F:18])([F:17])[F:16])=[N:13][N:14]=[C:10]3[CH:9]([CH2:19][C:20]([N:22]3[CH2:27][CH2:26][CH:25]([CH2:28][C:29]([O:31]CC)=[O:30])[CH2:24][CH2:23]3)=[O:21])[S:8][CH:7]([C:34]3[CH:39]=[CH:38][CH:37]=[C:36]([O:40][CH3:41])[C:35]=3[O:42][CH3:43])[C:6]=2[CH:44]=1.C(=O)([O-])[O-].[K+].[K+]. Product: [Cl:1][C:2]1[CH:3]=[CH:4][C:5]2[N:11]3[C:12]([C:15]([F:17])([F:16])[F:18])=[N:13][N:14]=[C:10]3[CH:9]([CH2:19][C:20]([N:22]3[CH2:23][CH2:24][CH:25]([CH2:28][C:29]([OH:31])=[O:30])[CH2:26][CH2:27]3)=[O:21])[S:8][CH:7]([C:34]3[CH:39]=[CH:38][CH:37]=[C:36]([O:40][CH3:41])[C:35]=3[O:42][CH3:43])[C:6]=2[CH:44]=1. The catalyst class is: 24. (3) Reactant: C([O:3][C:4](=[O:26])[CH:5]([CH2:19][C:20]1[CH:25]=[CH:24][CH:23]=[CH:22][CH:21]=1)[CH2:6][C:7]1[C:8](=[O:18])[O:9][C:10]2[C:15]([C:16]=1[OH:17])=[CH:14][CH:13]=[CH:12][CH:11]=2)C.[OH-].[Na+]. Product: [CH2:19]([CH:5]([CH2:6][C:7]1[C:8](=[O:18])[O:9][C:10]2[C:15]([C:16]=1[OH:17])=[CH:14][CH:13]=[CH:12][CH:11]=2)[C:4]([OH:26])=[O:3])[C:20]1[CH:21]=[CH:22][CH:23]=[CH:24][CH:25]=1. The catalyst class is: 14. (4) Reactant: Cl.[OH:2][NH2:3].CC([O-])=O.[Na+].[CH3:9][C:10]1[O:14][C:13]([CH:15]=O)=[CH:12][CH:11]=1. The catalyst class is: 14. Product: [CH3:9][C:10]1[O:14][C:13]([CH:15]=[N:3][OH:2])=[CH:12][CH:11]=1. (5) Reactant: Br[C:2]1[N:3]=[C:4]2[S:10][C:9]([NH:11][C:12]([CH:14]3[CH2:16][CH2:15]3)=[O:13])=[N:8][C:5]2=[N:6][CH:7]=1.B([C:20]1[CH:28]=[CH:27][C:23]([C:24]([OH:26])=[O:25])=[CH:22][CH:21]=1)(O)O.C([O-])([O-])=O.[Na+].[Na+].C(P(C(C)(C)C)C1C=CC=CC=1C1C(C(C)C)=CC(C(C)C)=CC=1C(C)C)(C)(C)C. Product: [CH:14]1([C:12]([NH:11][C:9]2[S:10][C:4]3[C:5]([N:8]=2)=[N:6][CH:7]=[C:2]([C:20]2[CH:28]=[CH:27][C:23]([C:24]([OH:26])=[O:25])=[CH:22][CH:21]=2)[N:3]=3)=[O:13])[CH2:16][CH2:15]1. The catalyst class is: 12. (6) Reactant: [Cl:1][C:2]1[C:3]([O:12][C:13]2[CH:18]=[C:17]([OH:19])[CH:16]=[CH:15][C:14]=2[CH2:20][CH2:21][C:22]([O:24][CH2:25][CH3:26])=[O:23])=[N:4][CH:5]=[C:6]([C:8]([F:11])([F:10])[F:9])[CH:7]=1.[H-].[Na+].Br[CH2:30][CH2:31][CH:32]=[CH2:33].O. Product: [CH2:33]([O:19][C:17]1[CH:16]=[CH:15][C:14]([CH2:20][CH2:21][C:22]([O:24][CH2:25][CH3:26])=[O:23])=[C:13]([O:12][C:3]2[C:2]([Cl:1])=[CH:7][C:6]([C:8]([F:9])([F:11])[F:10])=[CH:5][N:4]=2)[CH:18]=1)[CH2:32][CH:31]=[CH2:30]. The catalyst class is: 9.